From a dataset of Catalyst prediction with 721,799 reactions and 888 catalyst types from USPTO. Predict which catalyst facilitates the given reaction. Reactant: [Cl:1][C:2]([Cl:35])([Cl:34])[CH2:3][O:4][C:5](=[O:33])[NH:6][C:7]1[CH:12]=[CH:11][C:10]([S:13][C:14]2[CH:19]=[CH:18][C:17]([NH:20][C:21](=[O:29])[C:22]3[CH:27]=[CH:26][C:25]([F:28])=[CH:24][CH:23]=3)=[CH:16][C:15]=2[N+:30]([O-])=O)=[CH:9][CH:8]=1.[NH4+].[Cl-]. Product: [Cl:35][C:2]([Cl:1])([Cl:34])[CH2:3][O:4][C:5](=[O:33])[NH:6][C:7]1[CH:12]=[CH:11][C:10]([S:13][C:14]2[CH:19]=[CH:18][C:17]([NH:20][C:21](=[O:29])[C:22]3[CH:27]=[CH:26][C:25]([F:28])=[CH:24][CH:23]=3)=[CH:16][C:15]=2[NH2:30])=[CH:9][CH:8]=1. The catalyst class is: 292.